From a dataset of Forward reaction prediction with 1.9M reactions from USPTO patents (1976-2016). Predict the product of the given reaction. (1) Given the reactants FC(F)(F)C(O)=O.[Br:8][C:9]1[CH:10]=[CH:11][C:12]([O:27][CH3:28])=[C:13]([CH:15]([C:17]2[C:26]3[C:21](=[CH:22][CH:23]=[CH:24][CH:25]=3)[CH:20]=[CH:19][CH:18]=2)O)[CH:14]=1.[OH-].[Na+], predict the reaction product. The product is: [Br:8][C:9]1[CH:10]=[CH:11][C:12]([O:27][CH3:28])=[C:13]([CH:14]=1)[CH2:15][C:17]1[C:26]2[C:21](=[CH:22][CH:23]=[CH:24][CH:25]=2)[CH:20]=[CH:19][CH:18]=1. (2) Given the reactants [CH3:1][N:2]1[CH:7]=[C:6]([N+:8]([O-])=O)[C:5](=[O:11])[N:4]([CH3:12])[C:3]1=[O:13], predict the reaction product. The product is: [NH2:8][C:6]1[C:5](=[O:11])[N:4]([CH3:12])[C:3](=[O:13])[N:2]([CH3:1])[CH:7]=1. (3) Given the reactants C([O:3][C:4](=[O:30])[CH2:5][C:6]1[N:14]2[C:9]([CH:10]=[C:11]([C:15]#[N:16])[CH:12]=[CH:13]2)=[C:8]([S:17][C:18]2[CH:23]=[CH:22][C:21]([S:24](=[O:28])(=[O:27])[NH:25][CH3:26])=[CH:20][CH:19]=2)[C:7]=1[CH3:29])C.CO.O.[OH-].[Na+], predict the reaction product. The product is: [C:15]([C:11]1[CH:12]=[CH:13][N:14]2[C:9]([CH:10]=1)=[C:8]([S:17][C:18]1[CH:23]=[CH:22][C:21]([S:24](=[O:27])(=[O:28])[NH:25][CH3:26])=[CH:20][CH:19]=1)[C:7]([CH3:29])=[C:6]2[CH2:5][C:4]([OH:30])=[O:3])#[N:16]. (4) Given the reactants [Cl:1][C:2]1[S:6][C:5]([NH:7][CH2:8][C:9]2[CH:14]=[CH:13][C:12]([O:15][CH3:16])=[CH:11][C:10]=2[O:17][CH3:18])=[N:4][CH:3]=1.[F:19][C:20]1[CH:25]=[C:24]([F:26])[C:23]([F:27])=[CH:22][C:21]=1[S:28](Cl)(=[O:30])=[O:29], predict the reaction product. The product is: [Cl:1][C:2]1[S:6][C:5]([N:7]([CH2:8][C:9]2[CH:14]=[CH:13][C:12]([O:15][CH3:16])=[CH:11][C:10]=2[O:17][CH3:18])[S:28]([C:21]2[CH:22]=[C:23]([F:27])[C:24]([F:26])=[CH:25][C:20]=2[F:19])(=[O:30])=[O:29])=[N:4][CH:3]=1. (5) Given the reactants [CH2:1]([N:8]1[CH:12]=[CH:11][N:10]=[CH:9]1)[C:2]1[CH:7]=[CH:6][CH:5]=[CH:4][CH:3]=1.C([Li])CCC.[CH2:18]([CH:20]([CH2:23][CH3:24])[CH:21]=[O:22])[CH3:19].[NH4+].[Cl-], predict the reaction product. The product is: [CH2:1]([N:8]1[CH:12]=[CH:11][N:10]=[C:9]1[CH:21]([OH:22])[CH:20]([CH2:23][CH3:24])[CH2:18][CH3:19])[C:2]1[CH:3]=[CH:4][CH:5]=[CH:6][CH:7]=1. (6) Given the reactants [F:1][C:2]1[CH:7]=[CH:6][C:5]([C:8]2([OH:15])[CH2:13][CH2:12][C:11](=O)[CH2:10][CH2:9]2)=[CH:4][CH:3]=1.[NH:16]1[CH2:19][CH:18]([NH:20][C:21]([CH2:23][NH:24][C:25](=[O:36])[C:26]2[CH:31]=[CH:30][CH:29]=[C:28]([C:32]([F:35])([F:34])[F:33])[CH:27]=2)=[O:22])[CH2:17]1, predict the reaction product. The product is: [F:1][C:2]1[CH:7]=[CH:6][C:5]([C:8]2([OH:15])[CH2:13][CH2:12][CH:11]([N:16]3[CH2:19][CH:18]([NH:20][C:21]([CH2:23][NH:24][C:25](=[O:36])[C:26]4[CH:31]=[CH:30][CH:29]=[C:28]([C:32]([F:35])([F:33])[F:34])[CH:27]=4)=[O:22])[CH2:17]3)[CH2:10][CH2:9]2)=[CH:4][CH:3]=1.